The task is: Predict the product of the given reaction.. This data is from Forward reaction prediction with 1.9M reactions from USPTO patents (1976-2016). (1) Given the reactants [C:1]([OH:10])(=O)[C:2]1[C:3](=[CH:5][CH:6]=[CH:7][CH:8]=1)[SH:4].Cl[C:12]1[CH:13]=[C:14]([O:20][CH3:21])[CH:15]=[C:16]([O:18][CH3:19])[CH:17]=1.C(=O)([O-])[O-].[K+].[K+], predict the reaction product. The product is: [CH3:19][O:18][C:16]1[CH:17]=[C:12]([S:4][C:3]2[CH:5]=[CH:6][CH:7]=[CH:8][C:2]=2[CH2:1][OH:10])[CH:13]=[C:14]([O:20][CH3:21])[CH:15]=1. (2) Given the reactants Cl[C:2]1[N:7]=[CH:6][C:5]([NH2:8])=[CH:4][CH:3]=1.[F:9][C:10]1[CH:15]=[CH:14][CH:13]=[CH:12][C:11]=1B(O)O, predict the reaction product. The product is: [F:9][C:10]1[CH:15]=[CH:14][CH:13]=[CH:12][C:11]=1[C:2]1[N:7]=[CH:6][C:5]([NH2:8])=[CH:4][CH:3]=1.